Dataset: Reaction yield outcomes from USPTO patents with 853,638 reactions. Task: Predict the reaction yield, written as a fraction of the theoretical maximum amount of product (1.0 means a 100% yield; for example, 0.34 means a 34% yield). The product is [CH3:1][C:2]1[N:3]=[C:4]2[C:9]([N:10]3[CH2:11][CH2:12][O:13][CH2:14][CH2:15]3)=[CH:8][C:7]([C:16]3[CH:21]=[CH:20][CH:19]=[CH:18][C:17]=3[C:22]([F:25])([F:23])[F:24])=[N:6][N:5]2[C:26]=1[C:27]([NH:30][C:31]1[N:32]=[N:33][CH:34]=[CH:35][CH:36]=1)=[O:29]. The reactants are [CH3:1][C:2]1[N:3]=[C:4]2[C:9]([N:10]3[CH2:15][CH2:14][O:13][CH2:12][CH2:11]3)=[CH:8][C:7]([C:16]3[CH:21]=[CH:20][CH:19]=[CH:18][C:17]=3[C:22]([F:25])([F:24])[F:23])=[N:6][N:5]2[C:26]=1[C:27]([OH:29])=O.[NH2:30][C:31]1[N:32]=[N:33][CH:34]=[CH:35][CH:36]=1.CN(C(ON1N=NC2C=CC=NC1=2)=[N+](C)C)C.F[P-](F)(F)(F)(F)F.N1C=CC=CC=1. The yield is 0.290. The catalyst is CC#N.O.